This data is from Full USPTO retrosynthesis dataset with 1.9M reactions from patents (1976-2016). The task is: Predict the reactants needed to synthesize the given product. Given the product [F:70][C:71]([F:76])([F:75])[C:72]([OH:74])=[O:73].[F:70][C:71]([F:76])([F:75])[C:72]([OH:74])=[O:73].[NH2:27][CH2:26][C:25]([NH:24][CH2:23][CH2:22][C:21]([O:20][CH2:19][C@@H:18]([O:17][C:15](=[O:16])[CH2:14][CH2:13][NH:12][C:10](=[O:11])[CH2:9][NH2:8])[CH2:37][O:38][C:39]1[CH:44]=[CH:43][C:42]([C:45]2[C:50]([C:51]#[N:52])=[C:49]([S:53][CH2:54][C:55]3[N:56]=[C:57]([C:60]4[CH:61]=[CH:62][C:63]([Cl:66])=[CH:64][CH:65]=4)[O:58][CH:59]=3)[N:48]=[C:47]([NH2:67])[C:46]=2[C:68]#[N:69])=[CH:41][CH:40]=1)=[O:36])=[O:35], predict the reactants needed to synthesize it. The reactants are: C(OC([NH:8][CH2:9][C:10]([NH:12][CH2:13][CH2:14][C:15]([O:17][C@@H:18]([CH2:37][O:38][C:39]1[CH:44]=[CH:43][C:42]([C:45]2[C:50]([C:51]#[N:52])=[C:49]([S:53][CH2:54][C:55]3[N:56]=[C:57]([C:60]4[CH:65]=[CH:64][C:63]([Cl:66])=[CH:62][CH:61]=4)[O:58][CH:59]=3)[N:48]=[C:47]([NH2:67])[C:46]=2[C:68]#[N:69])=[CH:41][CH:40]=1)[CH2:19][O:20][C:21](=[O:36])[CH2:22][CH2:23][NH:24][C:25](=[O:35])[CH2:26][NH:27]C(=O)OC(C)(C)C)=[O:16])=[O:11])=O)(C)(C)C.[F:70][C:71]([F:76])([F:75])[C:72]([OH:74])=[O:73].